From a dataset of Full USPTO retrosynthesis dataset with 1.9M reactions from patents (1976-2016). Predict the reactants needed to synthesize the given product. (1) Given the product [CH2:1]([N:8]1[CH2:12][CH:11]([C:13]2[CH:18]=[CH:17][C:16]([Cl:19])=[C:15]([Cl:20])[CH:14]=2)[CH:10]([N:21]([CH3:22])[C:31](=[O:33])[CH2:30][C:27]2[CH:26]=[CH:25][C:24]([F:23])=[CH:29][CH:28]=2)[CH2:9]1)[C:2]1[CH:3]=[CH:4][CH:5]=[CH:6][CH:7]=1, predict the reactants needed to synthesize it. The reactants are: [CH2:1]([N:8]1[CH2:12][C@H:11]([C:13]2[CH:18]=[CH:17][C:16]([Cl:19])=[C:15]([Cl:20])[CH:14]=2)[C@@H:10]([NH:21][CH3:22])[CH2:9]1)[C:2]1[CH:7]=[CH:6][CH:5]=[CH:4][CH:3]=1.[F:23][C:24]1[CH:29]=[CH:28][C:27]([CH2:30][C:31]([OH:33])=O)=[CH:26][CH:25]=1. (2) Given the product [ClH:24].[ClH:24].[NH:8]1[CH2:13][CH2:12][CH:11]([NH:14][C:15]2[N:16]=[CH:17][C:18]([C:21]([OH:23])=[O:22])=[CH:19][N:20]=2)[CH2:10][CH2:9]1, predict the reactants needed to synthesize it. The reactants are: C(OC([N:8]1[CH2:13][CH2:12][CH:11]([NH:14][C:15]2[N:20]=[CH:19][C:18]([C:21]([OH:23])=[O:22])=[CH:17][N:16]=2)[CH2:10][CH2:9]1)=O)(C)(C)C.[ClH:24]. (3) The reactants are: [NH2:1][C:2]1[CH:10]=[CH:9][C:5]([C:6]([OH:8])=[O:7])=[CH:4][C:3]=1[O:11][CH3:12].[CH3:13]O. Given the product [CH3:13][O:7][C:6](=[O:8])[C:5]1[CH:9]=[CH:10][C:2]([NH2:1])=[C:3]([O:11][CH3:12])[CH:4]=1, predict the reactants needed to synthesize it. (4) Given the product [C:14]1([N:20]2[C:28]3[CH2:27][CH2:26][CH2:25][C:24](=[CH:29][C:30]([N:33]4[CH2:38][CH2:37][O:36][CH2:35][CH2:34]4)=[O:32])[C:23]=3[CH:22]=[N:21]2)[CH:15]=[CH:16][CH:17]=[CH:18][CH:19]=1, predict the reactants needed to synthesize it. The reactants are: C(N(CC)CC)C.ClC(OCC)=O.[C:14]1([N:20]2[C:28]3[CH2:27][CH2:26][CH2:25][C:24](=[CH:29][C:30]([OH:32])=O)[C:23]=3[CH:22]=[N:21]2)[CH:19]=[CH:18][CH:17]=[CH:16][CH:15]=1.[NH:33]1[CH2:38][CH2:37][O:36][CH2:35][CH2:34]1. (5) Given the product [CH:18]([C:16]1[O:15][N:14]=[C:13]([C@H:10]2[CH2:9][CH2:8][C@H:7]([C:5]([NH:4][CH2:3][CH2:2][NH:1][C:32]([C:30]3[C:29]([C:35]([F:38])([F:36])[F:37])=[N:28][N:27]([C:21]4[CH:26]=[CH:25][CH:24]=[CH:23][CH:22]=4)[CH:31]=3)=[O:33])=[O:6])[CH2:12][CH2:11]2)[N:17]=1)([CH3:20])[CH3:19], predict the reactants needed to synthesize it. The reactants are: [NH2:1][CH2:2][CH2:3][NH:4][C:5]([C@H:7]1[CH2:12][CH2:11][C@H:10]([C:13]2[N:17]=[C:16]([CH:18]([CH3:20])[CH3:19])[O:15][N:14]=2)[CH2:9][CH2:8]1)=[O:6].[C:21]1([N:27]2[CH:31]=[C:30]([C:32](O)=[O:33])[C:29]([C:35]([F:38])([F:37])[F:36])=[N:28]2)[CH:26]=[CH:25][CH:24]=[CH:23][CH:22]=1.CCN=C=NCCCN(C)C.Cl.C1C=CC2N(O)N=NC=2C=1.O.C(N(CC)CC)C. (6) Given the product [C:30]1(/[CH:29]=[N:1]/[N:2]2[C:10]3[C:5](=[N:6][CH:7]=[C:8]([C:11]4[CH:12]=[N:13][N:14]([CH:16]5[CH2:21][CH2:20][N:19]([C:22]([O:24][C:25]([CH3:28])([CH3:27])[CH3:26])=[O:23])[CH2:18][CH2:17]5)[CH:15]=4)[CH:9]=3)[CH:4]=[CH:3]2)[CH:35]=[CH:34][CH:33]=[CH:32][CH:31]=1, predict the reactants needed to synthesize it. The reactants are: [NH2:1][N:2]1[C:10]2[C:5](=[N:6][CH:7]=[C:8]([C:11]3[CH:12]=[N:13][N:14]([CH:16]4[CH2:21][CH2:20][N:19]([C:22]([O:24][C:25]([CH3:28])([CH3:27])[CH3:26])=[O:23])[CH2:18][CH2:17]4)[CH:15]=3)[CH:9]=2)[CH:4]=[CH:3]1.[CH:29](=O)[C:30]1[CH:35]=[CH:34][CH:33]=[CH:32][CH:31]=1.